Dataset: Merck oncology drug combination screen with 23,052 pairs across 39 cell lines. Task: Regression. Given two drug SMILES strings and cell line genomic features, predict the synergy score measuring deviation from expected non-interaction effect. (1) Drug 1: Cc1nc(Nc2ncc(C(=O)Nc3c(C)cccc3Cl)s2)cc(N2CCN(CCO)CC2)n1. Drug 2: CC1(c2nc3c(C(N)=O)cccc3[nH]2)CCCN1. Cell line: HT144. Synergy scores: synergy=-15.6. (2) Drug 1: CS(=O)(=O)CCNCc1ccc(-c2ccc3ncnc(Nc4ccc(OCc5cccc(F)c5)c(Cl)c4)c3c2)o1. Drug 2: CC(C)CC(NC(=O)C(Cc1ccccc1)NC(=O)c1cnccn1)B(O)O. Cell line: COLO320DM. Synergy scores: synergy=-1.15. (3) Drug 2: COC1=C2CC(C)CC(OC)C(O)C(C)C=C(C)C(OC(N)=O)C(OC)C=CC=C(C)C(=O)NC(=CC1=O)C2=O. Synergy scores: synergy=5.53. Drug 1: C#Cc1cccc(Nc2ncnc3cc(OCCOC)c(OCCOC)cc23)c1. Cell line: SKMEL30. (4) Drug 1: COc1cc(C2c3cc4c(cc3C(OC3OC5COC(C)OC5C(O)C3O)C3COC(=O)C23)OCO4)cc(OC)c1O. Drug 2: NC(=O)c1cccc2cn(-c3ccc(C4CCCNC4)cc3)nc12. Cell line: PA1. Synergy scores: synergy=-14.0. (5) Drug 1: CC(C)CC(NC(=O)C(Cc1ccccc1)NC(=O)c1cnccn1)B(O)O. Drug 2: COC1CC2CCC(C)C(O)(O2)C(=O)C(=O)N2CCCCC2C(=O)OC(C(C)CC2CCC(OP(C)(C)=O)C(OC)C2)CC(=O)C(C)C=C(C)C(O)C(OC)C(=O)C(C)CC(C)C=CC=CC=C1C. Cell line: MDAMB436. Synergy scores: synergy=0.756. (6) Drug 1: NC(=O)c1cccc2cn(-c3ccc(C4CCCNC4)cc3)nc12. Drug 2: NC1CCCCC1N.O=C(O)C(=O)O.[Pt+2]. Cell line: SKOV3. Synergy scores: synergy=5.31. (7) Drug 1: C#Cc1cccc(Nc2ncnc3cc(OCCOC)c(OCCOC)cc23)c1. Drug 2: O=C(NOCC(O)CO)c1ccc(F)c(F)c1Nc1ccc(I)cc1F. Cell line: VCAP. Synergy scores: synergy=-1.16.